Dataset: CYP2C9 inhibition data for predicting drug metabolism from PubChem BioAssay. Task: Regression/Classification. Given a drug SMILES string, predict its absorption, distribution, metabolism, or excretion properties. Task type varies by dataset: regression for continuous measurements (e.g., permeability, clearance, half-life) or binary classification for categorical outcomes (e.g., BBB penetration, CYP inhibition). Dataset: cyp2c9_veith. The molecule is COC(=O)N1CCC2(CC1)CN(c1ccccn1)C2. The result is 0 (non-inhibitor).